From a dataset of Reaction yield outcomes from USPTO patents with 853,638 reactions. Predict the reaction yield, written as a fraction of the theoretical maximum amount of product (1.0 means a 100% yield; for example, 0.34 means a 34% yield). (1) The reactants are [CH3:1][Si:2]([CH3:20])([CH3:19])[CH2:3][CH2:4][S:5]([N:8]1[C:16]2[C:11](=[CH:12][C:13]([CH2:17][OH:18])=[CH:14][CH:15]=2)[CH:10]=[CH:9]1)(=[O:7])=[O:6]. The catalyst is C(Cl)Cl.[O-2].[O-2].[Mn+4]. The product is [CH3:1][Si:2]([CH3:20])([CH3:19])[CH2:3][CH2:4][S:5]([N:8]1[C:16]2[C:11](=[CH:12][C:13]([CH:17]=[O:18])=[CH:14][CH:15]=2)[CH:10]=[CH:9]1)(=[O:7])=[O:6]. The yield is 0.800. (2) The reactants are C([O:5][C:6]([CH2:8][NH:9][C:10]1[CH:11]=[C:12]([S:16]([NH2:19])(=[O:18])=[O:17])[CH:13]=[CH:14][CH:15]=1)=[O:7])(C)(C)C.[Cl:20][C:21]1[CH:22]=[C:23]([NH:31][C:32](OC2C=CC=CC=2)=[O:33])[C:24](=[CH:29][CH:30]=1)[C:25](OC)=[O:26]. No catalyst specified. The product is [C:6]([CH2:8][NH:9][C:10]1[CH:11]=[C:12]([S:16]([N:19]2[C:25](=[O:26])[C:24]3[C:23](=[CH:22][C:21]([Cl:20])=[CH:30][CH:29]=3)[NH:31][C:32]2=[O:33])(=[O:17])=[O:18])[CH:13]=[CH:14][CH:15]=1)([OH:5])=[O:7]. The yield is 0.0900.